Dataset: NCI-60 drug combinations with 297,098 pairs across 59 cell lines. Task: Regression. Given two drug SMILES strings and cell line genomic features, predict the synergy score measuring deviation from expected non-interaction effect. (1) Drug 1: C1=CC(=C2C(=C1NCCNCCO)C(=O)C3=C(C=CC(=C3C2=O)O)O)NCCNCCO. Drug 2: CC=C1C(=O)NC(C(=O)OC2CC(=O)NC(C(=O)NC(CSSCCC=C2)C(=O)N1)C(C)C)C(C)C. Cell line: M14. Synergy scores: CSS=46.6, Synergy_ZIP=1.74, Synergy_Bliss=2.17, Synergy_Loewe=-6.78, Synergy_HSA=4.93. (2) Cell line: A498. Drug 2: C1C(C(OC1N2C=NC3=C2NC=NCC3O)CO)O. Drug 1: CS(=O)(=O)CCNCC1=CC=C(O1)C2=CC3=C(C=C2)N=CN=C3NC4=CC(=C(C=C4)OCC5=CC(=CC=C5)F)Cl. Synergy scores: CSS=21.0, Synergy_ZIP=-4.78, Synergy_Bliss=-0.470, Synergy_Loewe=-3.66, Synergy_HSA=-0.0847. (3) Cell line: EKVX. Drug 2: C1C(C(OC1N2C=C(C(=O)NC2=O)F)CO)O. Drug 1: CC1C(C(=O)NC(C(=O)N2CCCC2C(=O)N(CC(=O)N(C(C(=O)O1)C(C)C)C)C)C(C)C)NC(=O)C3=C4C(=C(C=C3)C)OC5=C(C(=O)C(=C(C5=N4)C(=O)NC6C(OC(=O)C(N(C(=O)CN(C(=O)C7CCCN7C(=O)C(NC6=O)C(C)C)C)C)C(C)C)C)N)C. Synergy scores: CSS=-5.18, Synergy_ZIP=2.77, Synergy_Bliss=0.381, Synergy_Loewe=-1.83, Synergy_HSA=-4.44.